Dataset: Forward reaction prediction with 1.9M reactions from USPTO patents (1976-2016). Task: Predict the product of the given reaction. (1) Given the reactants [CH3:1][S:2]([CH2:5][CH2:6][CH2:7][OH:8])(=[O:4])=[O:3].C(N(CC)CC)C.[CH3:16][S:17](Cl)(=[O:19])=[O:18], predict the reaction product. The product is: [CH3:1][S:2]([CH2:5][CH2:6][CH2:7][O:8][S:17]([CH3:16])(=[O:19])=[O:18])(=[O:4])=[O:3]. (2) Given the reactants Br[C:2]1[C:3]2[N:4]([CH:18]=[CH:19][N:20]=2)[N:5]=[C:6]([C:8]2[CH:9]=[C:10]([CH:15]=[CH:16][CH:17]=2)[C:11]([O:13][CH3:14])=[O:12])[CH:7]=1.[CH3:21][CH:22]1[CH2:26][CH2:25][CH:24]([CH3:27])[N:23]1[C:28]1[N:33]=[C:32]([NH2:34])[CH:31]=[CH:30][CH:29]=1.C1C=CC(P(C2C(C3C(P(C4C=CC=CC=4)C4C=CC=CC=4)=CC=C4C=3C=CC=C4)=C3C(C=CC=C3)=CC=2)C2C=CC=CC=2)=CC=1.C([O-])([O-])=O.[Cs+].[Cs+], predict the reaction product. The product is: [CH3:21][CH:22]1[CH2:26][CH2:25][CH:24]([CH3:27])[N:23]1[C:28]1[N:33]=[C:32]([NH:34][C:2]2[C:3]3[N:4]([CH:18]=[CH:19][N:20]=3)[N:5]=[C:6]([C:8]3[CH:9]=[C:10]([CH:15]=[CH:16][CH:17]=3)[C:11]([O:13][CH3:14])=[O:12])[CH:7]=2)[CH:31]=[CH:30][CH:29]=1. (3) Given the reactants Br[C:2]1[CH:11]=[CH:10][C:9]2[N:8]=[C:7]([NH2:12])[C:6]3[N:13]=[CH:14][N:15]([CH2:16][CH:17]([CH3:19])[CH3:18])[C:5]=3[C:4]=2[CH:3]=1.[C:20]1(B(O)O)[CH:25]=[CH:24][CH:23]=[CH:22][CH:21]=1, predict the reaction product. The product is: [CH2:16]([N:15]1[C:5]2[C:4]3[CH:3]=[C:2]([C:20]4[CH:25]=[CH:24][CH:23]=[CH:22][CH:21]=4)[CH:11]=[CH:10][C:9]=3[N:8]=[C:7]([NH2:12])[C:6]=2[N:13]=[CH:14]1)[CH:17]([CH3:19])[CH3:18].